This data is from Catalyst prediction with 721,799 reactions and 888 catalyst types from USPTO. The task is: Predict which catalyst facilitates the given reaction. (1) Reactant: [Cl:1][C:2]1[C:7]([CH3:8])=[C:6]([N+:9]([O-])=O)[C:5]([C:12]2[CH:17]=[C:16]([F:18])[CH:15]=[C:14]([F:19])[CH:13]=2)=[C:4]([C:20](=[O:22])[CH3:21])[CH:3]=1.[H][H]. Product: [NH2:9][C:6]1[C:5]([C:12]2[CH:13]=[C:14]([F:19])[CH:15]=[C:16]([F:18])[CH:17]=2)=[C:4]([C:20](=[O:22])[CH3:21])[CH:3]=[C:2]([Cl:1])[C:7]=1[CH3:8]. The catalyst class is: 465. (2) Reactant: [NH2:1][C:2]1[N:7]=[C:6]([C:8]2[CH:16]=[C:15]3[C:11]([C:12]([NH2:17])=[N:13][NH:14]3)=[CH:10][CH:9]=2)[CH:5]=[C:4](S(C)(=O)=O)[N:3]=1.[F:22][C:23]1[CH:24]=[C:25]([CH2:29][CH2:30][NH2:31])[CH:26]=[CH:27][CH:28]=1.CCN(C(C)C)C(C)C. Product: [NH2:17][C:12]1[C:11]2[C:15](=[CH:16][C:8]([C:6]3[N:7]=[C:2]([NH2:1])[N:3]=[C:4]([NH:31][CH2:30][CH2:29][C:25]4[CH:26]=[CH:27][CH:28]=[C:23]([F:22])[CH:24]=4)[CH:5]=3)=[CH:9][CH:10]=2)[NH:14][N:13]=1. The catalyst class is: 37. (3) Reactant: [Br:1][CH2:2][CH2:3][CH2:4][CH2:5][CH2:6][CH2:7][O:8][C:9]1[CH:10]=[C:11]([C:15]([NH2:17])=[O:16])[CH:12]=[CH:13][CH:14]=1.[C:18]1([P:24]([C:31]2[CH:36]=[CH:35][CH:34]=[CH:33][CH:32]=2)[C:25]2[CH:30]=[CH:29][CH:28]=[CH:27][CH:26]=2)[CH:23]=[CH:22][CH:21]=[CH:20][CH:19]=1. Product: [Br-:1].[NH2:17][C:15]([C:11]1[CH:10]=[C:9]([CH:14]=[CH:13][CH:12]=1)[O:8][CH2:7][CH2:6][CH2:5][CH2:4][CH2:3][CH2:2][P+:24]([C:25]1[CH:26]=[CH:27][CH:28]=[CH:29][CH:30]=1)([C:31]1[CH:36]=[CH:35][CH:34]=[CH:33][CH:32]=1)[C:18]1[CH:19]=[CH:20][CH:21]=[CH:22][CH:23]=1)=[O:16]. The catalyst class is: 23. (4) Reactant: N1C=CN=C1.[C:6]([Si:10]([CH3:13])([CH3:12])Cl)([CH3:9])([CH3:8])[CH3:7].CN(C)C=O.[OH:19][CH2:20][CH2:21][CH2:22][C:23]1[CH:28]=[C:27]([C:29]([O:31][CH3:32])=[O:30])[N:26]=[C:25]([C:33]([O:35][CH3:36])=[O:34])[CH:24]=1. Product: [Si:10]([O:19][CH2:20][CH2:21][CH2:22][C:23]1[CH:28]=[C:27]([C:29]([O:31][CH3:32])=[O:30])[N:26]=[C:25]([C:33]([O:35][CH3:36])=[O:34])[CH:24]=1)([C:6]([CH3:9])([CH3:8])[CH3:7])([CH3:13])[CH3:12]. The catalyst class is: 6. (5) Reactant: [O:1]1[C:5]2[CH:6]=[CH:7][CH:8]=[CH:9][C:4]=2[N:3]=[C:2]1[C:10]1[CH:29]=[CH:28][C:13]2[N:14]([CH2:18][CH2:19][NH:20]C(OC(C)(C)C)=O)[C:15]([CH3:17])=[N:16][C:12]=2[CH:11]=1.[ClH:30]. Product: [ClH:30].[NH2:20][CH2:19][CH2:18][N:14]1[C:13]2[CH:28]=[CH:29][C:10]([C:2]3[O:1][C:5]4[CH:6]=[CH:7][CH:8]=[CH:9][C:4]=4[N:3]=3)=[CH:11][C:12]=2[N:16]=[C:15]1[CH3:17]. The catalyst class is: 12.